Dataset: Forward reaction prediction with 1.9M reactions from USPTO patents (1976-2016). Task: Predict the product of the given reaction. (1) The product is: [C:1]([C:5]1[C:9]([CH2:10][N:37]([CH3:38])[CH3:36])=[CH:8][N:7]([C:12]2[CH:17]=[CH:16][N:15]=[C:14]([NH:18][C:19]3[C:20]([O:34][CH3:35])=[CH:21][C:22]([N:28]4[CH2:29][CH2:30][O:31][CH2:32][CH2:33]4)=[C:23]([NH:25][C:20](=[O:34])[CH:19]=[CH2:24])[CH:24]=3)[N:13]=2)[N:6]=1)([CH3:2])([CH3:4])[CH3:3]. Given the reactants [C:1]([C:5]1[C:9]([CH:10]=O)=[CH:8][N:7]([C:12]2[CH:17]=[CH:16][N:15]=[C:14]([NH:18][C:19]3[CH:24]=[C:23]([N+:25]([O-])=O)[C:22]([N:28]4[CH2:33][CH2:32][O:31][CH2:30][CH2:29]4)=[CH:21][C:20]=3[O:34][CH3:35])[N:13]=2)[N:6]=1)([CH3:4])([CH3:3])[CH3:2].[CH3:36][NH:37][CH3:38], predict the reaction product. (2) Given the reactants C([O:8][C:9]1[C:18](=[O:19])[N:17]2[C:12]([CH:13]([CH3:20])[O:14][CH2:15][CH2:16]2)=[N:11][C:10]=1[C:21]([O:23][CH2:24][CH3:25])=[O:22])C1C=CC=CC=1.[H][H], predict the reaction product. The product is: [OH:8][C:9]1[C:18](=[O:19])[N:17]2[C:12]([CH:13]([CH3:20])[O:14][CH2:15][CH2:16]2)=[N:11][C:10]=1[C:21]([O:23][CH2:24][CH3:25])=[O:22].